Dataset: Full USPTO retrosynthesis dataset with 1.9M reactions from patents (1976-2016). Task: Predict the reactants needed to synthesize the given product. (1) Given the product [OH:1][C@H:2]1[CH2:6][N:5]([C:7]([C:9]2[CH:10]=[C:11]([CH:23]=[CH:24][CH:25]=2)[O:12][CH2:13][CH2:14][CH2:15][C:16]([OH:18])=[O:17])=[O:8])[C@H:4]([C:26](=[O:41])[NH:27][CH2:28][C:29]2[CH:30]=[CH:31][C:32]([C:35]3[S:39][CH:38]=[N:37][C:36]=3[CH3:40])=[CH:33][CH:34]=2)[CH2:3]1, predict the reactants needed to synthesize it. The reactants are: [OH:1][C@H:2]1[CH2:6][N:5]([C:7]([C:9]2[CH:10]=[C:11]([CH:23]=[CH:24][CH:25]=2)[O:12][CH2:13][CH2:14][CH2:15][C:16]([O:18]C(C)(C)C)=[O:17])=[O:8])[C@H:4]([C:26](=[O:41])[NH:27][CH2:28][C:29]2[CH:34]=[CH:33][C:32]([C:35]3[S:39][CH:38]=[N:37][C:36]=3[CH3:40])=[CH:31][CH:30]=2)[CH2:3]1.C(O)(C(F)(F)F)=O. (2) Given the product [F:13][C:3]1[CH:4]=[C:5]([O:8][C:9]([F:12])([F:11])[F:10])[CH:6]=[CH:7][C:2]=1[I:14], predict the reactants needed to synthesize it. The reactants are: Br[C:2]1[CH:7]=[CH:6][C:5]([O:8][C:9]([F:12])([F:11])[F:10])=[CH:4][C:3]=1[F:13].[I-:14].[Na+].CN[C@@H]1CCCC[C@H]1NC. (3) Given the product [F:16][C:10]1([F:17])[C:11]([OH:15])([OH:14])[CH2:12][CH2:13][N:8]([C:26]([O:28][C:29]([CH3:30])([CH3:31])[CH3:32])=[O:27])[CH2:9]1, predict the reactants needed to synthesize it. The reactants are: C([N:8]1[CH2:13][CH2:12][C:11]([OH:15])([OH:14])[C:10]([F:17])([F:16])[CH2:9]1)C1C=CC=CC=1.[C:26](O[C:26]([O:28][C:29]([CH3:32])([CH3:31])[CH3:30])=[O:27])([O:28][C:29]([CH3:32])([CH3:31])[CH3:30])=[O:27]. (4) Given the product [Si:20]([O:19][CH2:18][CH2:17][O:1][C:2]1[CH:7]=[CH:6][C:5]([C:8]2[CH:9]([CH3:15])[CH2:10][C:11](=[O:14])[NH:12][N:13]=2)=[CH:4][CH:3]=1)([C:33]([CH3:34])([CH3:35])[CH3:36])([C:27]1[CH:28]=[CH:29][CH:30]=[CH:31][CH:32]=1)[C:21]1[CH:26]=[CH:25][CH:24]=[CH:23][CH:22]=1, predict the reactants needed to synthesize it. The reactants are: [OH:1][C:2]1[CH:7]=[CH:6][C:5]([C:8]2[CH:9]([CH3:15])[CH2:10][C:11](=[O:14])[NH:12][N:13]=2)=[CH:4][CH:3]=1.Br[CH2:17][CH2:18][O:19][Si:20]([C:33]([CH3:36])([CH3:35])[CH3:34])([C:27]1[CH:32]=[CH:31][CH:30]=[CH:29][CH:28]=1)[C:21]1[CH:26]=[CH:25][CH:24]=[CH:23][CH:22]=1.C(=O)([O-])[O-].[K+].[K+].O. (5) The reactants are: CI.[C:3](=[O:6])([O-])[O-].[K+].[K+].[Br:9][C:10]1[C:11](O)=[N:12][CH:13]=[CH:14][CH:15]=1. Given the product [Br:9][C:10]1[C:3](=[O:6])[N:12]([CH3:11])[CH:13]=[CH:14][CH:15]=1, predict the reactants needed to synthesize it.